This data is from Peptide-MHC class I binding affinity with 185,985 pairs from IEDB/IMGT. The task is: Regression. Given a peptide amino acid sequence and an MHC pseudo amino acid sequence, predict their binding affinity value. This is MHC class I binding data. (1) The peptide sequence is KPNELSLAL. The MHC is HLA-B15:01 with pseudo-sequence HLA-B15:01. The binding affinity (normalized) is 0.300. (2) The peptide sequence is LMIIPLINV. The MHC is HLA-B40:02 with pseudo-sequence HLA-B40:02. The binding affinity (normalized) is 0.187. (3) The peptide sequence is SVPEPAAGI. The MHC is HLA-B08:01 with pseudo-sequence HLA-B08:01. The binding affinity (normalized) is 0.0847. (4) The peptide sequence is KFRPGSLIY. The MHC is HLA-A31:01 with pseudo-sequence HLA-A31:01. The binding affinity (normalized) is 0.137. (5) The peptide sequence is HSGFIYFGK. The MHC is HLA-A23:01 with pseudo-sequence HLA-A23:01. The binding affinity (normalized) is 0.0847. (6) The MHC is HLA-A02:03 with pseudo-sequence HLA-A02:03. The peptide sequence is IPFIAYFVLM. The binding affinity (normalized) is 0.295.